Predict the reactants needed to synthesize the given product. From a dataset of Full USPTO retrosynthesis dataset with 1.9M reactions from patents (1976-2016). (1) The reactants are: [OH-].[Na+].[CH:3]1([C:6]2[CH:11]=[C:10]([CH2:12][N:13]3[CH2:16][C:15]4([CH2:20][C:19]([N:21]5[CH2:26][CH2:25][C:24]([CH3:32])([C:27]([O:29]CC)=[O:28])[CH2:23][CH2:22]5)=[N:18][O:17]4)[CH2:14]3)[CH:9]=[C:8]([O:33][CH2:34][CH:35]3[CH2:37][CH2:36]3)[C:7]=2[C:38]2[CH:43]=[CH:42][C:41]([F:44])=[CH:40][C:39]=2[F:45])[CH2:5][CH2:4]1. Given the product [CH:3]1([C:6]2[CH:11]=[C:10]([CH2:12][N:13]3[CH2:16][C:15]4([CH2:20][C:19]([N:21]5[CH2:26][CH2:25][C:24]([CH3:32])([C:27]([OH:29])=[O:28])[CH2:23][CH2:22]5)=[N:18][O:17]4)[CH2:14]3)[CH:9]=[C:8]([O:33][CH2:34][CH:35]3[CH2:36][CH2:37]3)[C:7]=2[C:38]2[CH:43]=[CH:42][C:41]([F:44])=[CH:40][C:39]=2[F:45])[CH2:4][CH2:5]1, predict the reactants needed to synthesize it. (2) Given the product [Cl:1][CH2:2][C@H:3]1[C:11]2[C:6](=[CH:7][C:8]([OH:16])=[C:9]3[S:14][CH:13]=[C:12]([CH3:15])[C:10]3=2)[N:5]([C:49]([C:45]2[CH:44]=[C:43]3[C:48]([C:40]([NH:39][C:37]([C:34]4[CH:35]=[C:36]5[C:31]([CH:30]=[CH:29][NH:28]5)=[CH:32][CH:33]=4)=[O:38])=[CH:41][NH:42]3)=[CH:47][CH:46]=2)=[O:50])[CH2:4]1, predict the reactants needed to synthesize it. The reactants are: [Cl:1][CH2:2][C@H:3]1[C:11]2[C:10]3[C:12]([CH3:15])=[CH:13][S:14][C:9]=3[C:8]([OH:16])=[CH:7][C:6]=2[NH:5][CH2:4]1.CCN=C=NCCCN(C)C.[NH:28]1[C:36]2[C:31](=[CH:32][CH:33]=[C:34]([C:37]([NH:39][C:40]3[C:48]4[C:43](=[CH:44][C:45]([C:49](O)=[O:50])=[CH:46][CH:47]=4)[NH:42][CH:41]=3)=[O:38])[CH:35]=2)[CH:30]=[CH:29]1. (3) Given the product [CH2:1]([O:8][C:9]1[CH:14]=[CH:13][C:12]([C:15]2[NH:36][C:18]3=[N:19][CH:20]=[C:21]([CH:23]4[CH2:24][CH2:25][NH:26][CH2:27][CH2:28]4)[CH:22]=[C:17]3[N:16]=2)=[CH:11][C:10]=1[Br:37])[C:2]1[CH:7]=[CH:6][CH:5]=[CH:4][CH:3]=1, predict the reactants needed to synthesize it. The reactants are: [CH2:1]([O:8][C:9]1[CH:14]=[CH:13][C:12]([C:15]2[NH:36][C:18]3=[N:19][CH:20]=[C:21]([CH:23]4[CH2:28][CH2:27][N:26](C(OC(C)(C)C)=O)[CH2:25][CH2:24]4)[CH:22]=[C:17]3[N:16]=2)=[CH:11][C:10]=1[Br:37])[C:2]1[CH:7]=[CH:6][CH:5]=[CH:4][CH:3]=1.C(Cl)Cl. (4) Given the product [Cl:1][C:2]1[N:7]=[CH:6][C:5]([O:8][C:9]2[CH:16]=[CH:15][C:14]([CH2:17][OH:18])=[CH:13][C:10]=2[C:11]#[N:12])=[CH:4][CH:3]=1, predict the reactants needed to synthesize it. The reactants are: [Cl:1][C:2]1[N:7]=[CH:6][C:5]([O:8][C:9]2[CH:16]=[CH:15][C:14]([CH:17]=[O:18])=[CH:13][C:10]=2[C:11]#[N:12])=[CH:4][CH:3]=1.[BH4-].[Na+]. (5) Given the product [N+:1]([C:4]1[CH:5]=[C:6]([CH:10]=[C:11]([C:13]([F:16])([F:15])[F:14])[CH:12]=1)[C:7]([NH:79][C:75]1[CH:74]=[C:73]([C:72]2[N:67]3[N:66]=[CH:65][C:64]([C:62]([O:61][CH2:59][CH3:60])=[O:63])=[C:68]3[N:69]=[CH:70][CH:71]=2)[CH:78]=[CH:77][CH:76]=1)=[O:9])([O-:3])=[O:2], predict the reactants needed to synthesize it. The reactants are: [N+:1]([C:4]1[CH:5]=[C:6]([CH:10]=[C:11]([C:13]([F:16])([F:15])[F:14])[CH:12]=1)[C:7]([OH:9])=O)([O-:3])=[O:2].F[P-](F)(F)(F)(F)F.N1(O[P+](N2CCCC2)(N2CCCC2)N2CCCC2)C2C=CC=CC=2N=N1.C(N(C(C)C)CC)(C)C.[CH2:59]([O:61][C:62]([C:64]1[CH:65]=[N:66][N:67]2[C:72]([C:73]3[CH:78]=[CH:77][CH:76]=[C:75]([NH2:79])[CH:74]=3)=[CH:71][CH:70]=[N:69][C:68]=12)=[O:63])[CH3:60]. (6) Given the product [CH:1]1([C:4]2[N:8]([CH2:9][C:10]3[C:11]([CH3:16])=[N:12][O:13][C:14]=3[CH3:15])[N:7]=[C:6]([C:17]3[N:22]=[C:21]([NH:23][C:24]4[C:29]([C:30]([OH:32])=[O:31])=[CH:28][N:27]=[CH:26][CH:25]=4)[C:20]([O:33][CH3:34])=[CH:19][N:18]=3)[C:5]=2[CH3:35])[CH2:3][CH2:2]1, predict the reactants needed to synthesize it. The reactants are: [CH:1]1([C:4]2[N:8]([CH2:9][C:10]3[C:11]([CH3:16])=[N:12][O:13][C:14]=3[CH3:15])[N:7]=[C:6]([C:17]3[N:22]=[C:21]([NH:23][C:24]4[C:29]([C:30]([O-:32])=[O:31])=[CH:28][N:27]=[CH:26][CH:25]=4)[C:20]([O:33][CH3:34])=[CH:19][N:18]=3)[C:5]=2[CH3:35])[CH2:3][CH2:2]1.[OH-].[Na+].C(O)(=O)CC(CC(O)=O)(C(O)=O)O. (7) The reactants are: Br[C:2]1[CH:3]=[C:4]2[C:8](=[CH:9][CH:10]=1)[N:7]([S:11]([C:14]1[CH:19]=[CH:18][CH:17]=[CH:16][CH:15]=1)(=[O:13])=[O:12])[CH:6]=[CH:5]2.C1(P(C2C=CC=CC=2)C2C=CC=CC=2)C=CC=CC=1.C(N(CC)CC)C.[CH3:46][Si:47]([C:50]#[CH:51])([CH3:49])[CH3:48]. Given the product [C:14]1([S:11]([N:7]2[C:8]3[C:4](=[CH:3][C:2]([C:51]#[C:50][Si:47]([CH3:49])([CH3:48])[CH3:46])=[CH:10][CH:9]=3)[CH:5]=[CH:6]2)(=[O:13])=[O:12])[CH:19]=[CH:18][CH:17]=[CH:16][CH:15]=1, predict the reactants needed to synthesize it. (8) The reactants are: [Br:1][C:2]1[C:10]2[NH:9][N:8]=[CH:7][C:6]=2[C:5]2[CH2:11][O:12][C:13](=[O:20])[C@H:14]([CH2:16][C:17]([OH:19])=O)[CH2:15][C:4]=2[CH:3]=1.C(N(CC)C(C)C)(C)C.CN(C(ON1N=NC2C=CC=CC1=2)=[N+](C)C)C.[B-](F)(F)(F)F.Cl.[NH:53]1[CH2:58][CH2:57][CH:56]([C:59]2[C:60](=[O:69])[NH:61][C:62]3[C:67]([CH:68]=2)=[CH:66][CH:65]=[CH:64][CH:63]=3)[CH2:55][CH2:54]1. Given the product [Br:1][C:2]1[C:10]2[NH:9][N:8]=[CH:7][C:6]=2[C:5]2[CH2:11][O:12][C:13](=[O:20])[C@H:14]([CH2:16][C:17](=[O:19])[N:53]3[CH2:54][CH2:55][CH:56]([C:59]4[C:60](=[O:69])[NH:61][C:62]5[C:67]([CH:68]=4)=[CH:66][CH:65]=[CH:64][CH:63]=5)[CH2:57][CH2:58]3)[CH2:15][C:4]=2[CH:3]=1, predict the reactants needed to synthesize it. (9) Given the product [Cl:31][C:32]1[CH:37]=[CH:36][CH:35]=[C:34]([Cl:38])[C:33]=1[S:39]([N:19]1[CH2:18][CH:17]([C:15]([N:12]2[CH2:13][CH2:14][N:9]([C:3]3[CH:4]=[C:5]([CH3:8])[CH:6]=[CH:7][C:2]=3[CH3:1])[CH2:10][CH2:11]2)=[O:16])[N:21]([C:22]2[CH:23]=[CH:24][CH:25]=[CH:26][CH:27]=2)[C:20]1=[O:28])(=[O:41])=[O:40], predict the reactants needed to synthesize it. The reactants are: [CH3:1][C:2]1[CH:7]=[CH:6][C:5]([CH3:8])=[CH:4][C:3]=1[N:9]1[CH2:14][CH2:13][N:12]([C:15]([CH:17]2[N:21]([C:22]3[CH:27]=[CH:26][CH:25]=[CH:24][CH:23]=3)[C:20](=[O:28])[NH:19][CH2:18]2)=[O:16])[CH2:11][CH2:10]1.[H-].[Na+].[Cl:31][C:32]1[CH:37]=[CH:36][CH:35]=[C:34]([Cl:38])[C:33]=1[S:39](Cl)(=[O:41])=[O:40]. (10) The reactants are: [C:1]([OH:7])(=[O:6])[CH2:2][C:3]([OH:5])=[O:4].[CH3:8][O:9][C:10]1[CH:11]=[C:12]2[CH2:21][CH:20]([CH2:22][CH:23]3[CH2:28][CH2:27][N:26]([CH2:29][C:30]4[CH:31]=[CH:32][CH:33]=[CH:34][CH:35]=4)[CH2:25][CH2:24]3)[C:18](=[O:19])[C:13]2=[CH:14][C:15]=1[O:16][CH3:17]. Given the product [CH3:8][O:9][C:10]1[CH:11]=[C:12]2[CH2:21][CH:20]([CH2:22][CH:23]3[CH2:24][CH2:25][N:26]([CH2:29][C:30]4[CH:35]=[CH:34][CH:33]=[CH:32][CH:31]=4)[CH2:27][CH2:28]3)[C:18](=[O:19])[C:13]2=[CH:14][C:15]=1[O:16][CH3:17].[C:1]([O-:7])(=[O:6])[CH2:2][C:3]([O-:5])=[O:4], predict the reactants needed to synthesize it.